From a dataset of Full USPTO retrosynthesis dataset with 1.9M reactions from patents (1976-2016). Predict the reactants needed to synthesize the given product. Given the product [Cl:14][C:12]1[NH:13][N:7]=[C:8]([C:9]([NH:4][C:5]2[CH:16]=[CH:2][C:21]([F:24])=[CH:20][N:19]=2)=[O:10])[CH:11]=1, predict the reactants needed to synthesize it. The reactants are: Cl[C:2]1[CH:16]=[C:5]2C(=O)[N:7]3[N:13]=[C:12]([Cl:14])[CH:11]=[C:8]3[C:9](=[O:10])[N:4]2N=1.NC1C=C[C:21]([F:24])=[CH:20][N:19]=1.